From a dataset of Catalyst prediction with 721,799 reactions and 888 catalyst types from USPTO. Predict which catalyst facilitates the given reaction. (1) Reactant: [Cl:1][C:2]1[N:7]=[CH:6][C:5]([S:8](Cl)(=[O:10])=[O:9])=[CH:4][CH:3]=1.[O:12]=[S:13]1(=[O:20])[CH2:18][CH2:17][CH:16]([NH2:19])[CH2:15][CH2:14]1. Product: [Cl:1][C:2]1[N:7]=[CH:6][C:5]([S:8]([NH:19][CH:16]2[CH2:17][CH2:18][S:13](=[O:20])(=[O:12])[CH2:14][CH2:15]2)(=[O:10])=[O:9])=[CH:4][CH:3]=1. The catalyst class is: 2. (2) Reactant: C(OC([NH:8][C:9]1[S:13][C:12]([C:14]2[C:19]([F:20])=[CH:18][CH:17]=[CH:16][C:15]=2[F:21])=[N:11][C:10]=1[C:22]([NH:24][C:25]1[C:26]([N:34]2[CH2:39][CH2:38][CH2:37][C:36]([NH:41]C(=O)OC(C)(C)C)([CH3:40])[CH2:35]2)=[C:27]2[CH2:33][CH2:32][CH2:31][C:28]2=[N:29][CH:30]=1)=[O:23])=O)(C)(C)C.C(O)(C(F)(F)F)=O. Product: [NH2:8][C:9]1[S:13][C:12]([C:14]2[C:19]([F:20])=[CH:18][CH:17]=[CH:16][C:15]=2[F:21])=[N:11][C:10]=1[C:22]([NH:24][C:25]1[C:26]([N:34]2[CH2:39][CH2:38][CH2:37][C:36]([NH2:41])([CH3:40])[CH2:35]2)=[C:27]2[CH2:33][CH2:32][CH2:31][C:28]2=[N:29][CH:30]=1)=[O:23]. The catalyst class is: 2. (3) Reactant: [Br:1][C:2]1[CH:3]=[C:4]([N+:11]([O-:13])=[O:12])C(O)=C([CH:9]=1)C=O.Br[CH:15]([C:21]([O:23][CH2:24][CH3:25])=O)[C:16]([O:18][CH2:19][CH3:20])=[O:17].C(=O)([O-])[O-].[K+].[K+]. Product: [Br:1][C:2]1[CH:3]=[C:4]([N+:11]([O-:13])=[O:12])[C:24]2[O:23][CH:21]=[C:15]([C:16]([O:18][CH2:19][CH3:20])=[O:17])[C:25]=2[CH:9]=1. The catalyst class is: 131.